This data is from Full USPTO retrosynthesis dataset with 1.9M reactions from patents (1976-2016). The task is: Predict the reactants needed to synthesize the given product. (1) Given the product [CH3:8][C:6]1[N:7]=[C:2]2[S:17][C:16]([NH:15][C:13](=[O:14])[O:12][CH2:10][CH3:11])=[N:9][C:3]2=[N:4][CH:5]=1, predict the reactants needed to synthesize it. The reactants are: Br[C:2]1[C:3]([NH2:9])=[N:4][CH:5]=[C:6]([CH3:8])[N:7]=1.[CH2:10]([O:12][C:13]([N:15]=[C:16]=[S:17])=[O:14])[CH3:11].C1(C)C=CC=CC=1. (2) The reactants are: [CH3:1][C:2]1[C:3]([CH2:36][C:37]([O:39][CH3:40])=[O:38])=[C:4]2[N:28]3[C:29](=[CH:31][C:26](=[N:27]3)[C:25]3=[CH:32][N:22]([N:23]=[CH:24]3)[CH2:21][C:20]3[CH:19]=[CH:18][CH:17]=[CH:16][C:15]=3[O:14][CH2:13][CH:12]=[CH:11][CH2:10][CH2:9][C:8]3([CH3:35])[CH2:33][CH2:34][N:5]2[CH2:6][CH2:7]3)[N:30]=1.CC([OH:44])C.C(=O)=O.C[Si]([N-][Si](C)(C)C)(C)C.[K+].C1(C2ON2S(C2C=CC=CC=2)(=O)=O)C=CC=CC=1.C(=O)(O)[O-].[Na+].CC(OI1(OC(C)=O)(OC(C)=O)OC(=O)C2C=CC=CC1=2)=O. Given the product [CH3:1][C:2]1[C:3]([C:36](=[O:44])[C:37]([O:39][CH3:40])=[O:38])=[C:4]2[N:28]3[C:29](=[CH:31][C:26](=[N:27]3)[C:25]3=[CH:32][N:22]([N:23]=[CH:24]3)[CH2:21][C:20]3[CH:19]=[CH:18][CH:17]=[CH:16][C:15]=3[O:14][CH2:13][CH:12]=[CH:11][CH2:10][CH2:9][C:8]3([CH3:35])[CH2:7][CH2:6][N:5]2[CH2:34][CH2:33]3)[N:30]=1, predict the reactants needed to synthesize it. (3) Given the product [Cl:8][C:4]1[N:5]=[N:6][C:7]([Cl:10])=[CH:2][C:3]=1[Cl:9], predict the reactants needed to synthesize it. The reactants are: Br[C:2]1[C:3]([Cl:9])=[C:4]([Cl:8])[N:5]=[N:6][CH:7]=1.[Cl:10]C1C(Cl)=C(Cl)N=NC=1. (4) Given the product [CH2:34]([N:22]1[CH:23]=[C:24]([C:26]2[CH:31]=[CH:30][C:29]([Cl:32])=[CH:28][C:27]=2[Cl:33])[N:25]=[C:21]1[C@@H:20]([NH:38][C:45]([N:40]1[CH2:44][CH2:43][CH2:42][CH2:41]1)=[O:46])[CH2:19][C:16]1[CH:15]=[CH:14][C:13]([O:12][CH2:11][C:8]2[CH:7]=[CH:6][C:5]([C:4]([OH:3])=[O:39])=[CH:10][CH:9]=2)=[CH:18][CH:17]=1)[CH2:35][CH2:36][CH3:37], predict the reactants needed to synthesize it. The reactants are: Cl.C[O:3][C:4](=[O:39])[C:5]1[CH:10]=[CH:9][C:8]([CH2:11][O:12][C:13]2[CH:18]=[CH:17][C:16]([CH2:19][C@H:20]([NH2:38])[C:21]3[N:22]([CH2:34][CH2:35][CH2:36][CH3:37])[CH:23]=[C:24]([C:26]4[CH:31]=[CH:30][C:29]([Cl:32])=[CH:28][C:27]=4[Cl:33])[N:25]=3)=[CH:15][CH:14]=2)=[CH:7][CH:6]=1.[N:40]1([C:45](O)=[O:46])[CH2:44][CH2:43][CH2:42][CH2:41]1.